Dataset: Full USPTO retrosynthesis dataset with 1.9M reactions from patents (1976-2016). Task: Predict the reactants needed to synthesize the given product. (1) Given the product [CH3:12][N:13]([CH2:2][C:3]1[CH:4]=[C:5]([B:9]([OH:11])[OH:10])[CH:6]=[CH:7][CH:8]=1)[S:14]([CH3:17])(=[O:16])=[O:15], predict the reactants needed to synthesize it. The reactants are: Br[CH2:2][C:3]1[CH:4]=[C:5]([B:9]([OH:11])[OH:10])[CH:6]=[CH:7][CH:8]=1.[CH3:12][NH:13][S:14]([CH3:17])(=[O:16])=[O:15].C(=O)([O-])[O-].[K+].[K+]. (2) Given the product [C:1]([N:4]1[CH2:8][CH2:7][C@H:6]([O:9][C:10]2[CH:11]=[C:12]([CH3:39])[C:13]([C:17]3[CH:22]=[CH:21][CH:20]=[C:19]([CH2:23][O:24][C:25]4[CH:38]=[CH:37][C:28]5[C@H:29]([CH2:32][C:33]([OH:35])=[O:34])[CH2:30][O:31][C:27]=5[CH:26]=4)[CH:18]=3)=[C:14]([CH3:16])[CH:15]=2)[CH2:5]1)(=[O:3])[CH3:2], predict the reactants needed to synthesize it. The reactants are: [C:1]([N:4]1[CH2:8][CH2:7][C@H:6]([O:9][C:10]2[CH:15]=[C:14]([CH3:16])[C:13]([C:17]3[CH:22]=[CH:21][CH:20]=[C:19]([CH2:23][O:24][C:25]4[CH:38]=[CH:37][C:28]5[C@H:29]([CH2:32][C:33]([O:35]C)=[O:34])[CH2:30][O:31][C:27]=5[CH:26]=4)[CH:18]=3)=[C:12]([CH3:39])[CH:11]=2)[CH2:5]1)(=[O:3])[CH3:2].[OH-].[Li+]. (3) The reactants are: [CH3:1][C:2]([N:43]1C(=O)C2C(=CC=CC=2)C1=O)([CH3:42])[CH:3]([O:23][CH2:24][CH2:25][CH2:26][CH2:27][CH2:28][CH2:29][CH2:30][CH2:31]/[CH:32]=[CH:33]\[CH2:34]/[CH:35]=[CH:36]\[CH2:37][CH2:38][CH2:39][CH2:40][CH3:41])[O:4][CH2:5][CH2:6][CH2:7][CH2:8][CH2:9][CH2:10][CH2:11][CH2:12]/[CH:13]=[CH:14]\[CH2:15]/[CH:16]=[CH:17]\[CH2:18][CH2:19][CH2:20][CH2:21][CH3:22].CNN. Given the product [CH3:1][C:2]([NH2:43])([CH3:42])[CH:3]([O:4][CH2:5][CH2:6][CH2:7][CH2:8][CH2:9][CH2:10][CH2:11][CH2:12]/[CH:13]=[CH:14]\[CH2:15]/[CH:16]=[CH:17]\[CH2:18][CH2:19][CH2:20][CH2:21][CH3:22])[O:23][CH2:24][CH2:25][CH2:26][CH2:27][CH2:28][CH2:29][CH2:30][CH2:31]/[CH:32]=[CH:33]\[CH2:34]/[CH:35]=[CH:36]\[CH2:37][CH2:38][CH2:39][CH2:40][CH3:41], predict the reactants needed to synthesize it. (4) The reactants are: Br.[CH3:2][C@H:3]1[CH2:7][CH2:6][CH2:5][NH:4]1.N1CC[CH2:12][C@@H:9]1[CH2:10][OH:11]. Given the product [CH3:2][C@H:3]1[CH2:7][CH2:6][CH2:5][N:4]1[CH2:12][CH2:9][CH2:10][OH:11], predict the reactants needed to synthesize it.